This data is from Forward reaction prediction with 1.9M reactions from USPTO patents (1976-2016). The task is: Predict the product of the given reaction. (1) Given the reactants [Si]([O:8][C@@H:9]1[C@@:37]2([CH3:38])[C:13](=[CH:14][CH:15]=[C:16]3[C@@H:36]2[CH2:35][CH2:34][C@@:33]2([CH3:39])[C@H:17]3[CH2:18][CH:19]=[C:20]2[C@H:21]([CH2:23][CH2:24][C:25]#[C:26][C:27]([CH2:31][CH3:32])([OH:30])[CH2:28][CH3:29])[CH3:22])[CH2:12][C@@H:11]([O:40][Si](C(C)(C)C)(C)C)[CH2:10]1)(C(C)(C)C)(C)C.[F-].C([N+](CCCC)(CCCC)CCCC)CCC, predict the reaction product. The product is: [OH:8][C@@H:9]1[C@@:37]2([CH3:38])[C:13](=[CH:14][CH:15]=[C:16]3[C@@H:36]2[CH2:35][CH2:34][C@@:33]2([CH3:39])[C@H:17]3[CH2:18][CH:19]=[C:20]2[C@H:21]([CH2:23][CH2:24][C:25]#[C:26][C:27]([CH2:28][CH3:29])([OH:30])[CH2:31][CH3:32])[CH3:22])[CH2:12][C@@H:11]([OH:40])[CH2:10]1. (2) Given the reactants [C:1]([C:5]1[CH:6]=[C:7]([CH:11]=[C:12]([OH:14])[CH:13]=1)[C:8]([OH:10])=[O:9])([CH3:4])([CH3:3])[CH3:2].S(Cl)(Cl)=O.[CH3:19]O, predict the reaction product. The product is: [C:1]([C:5]1[CH:6]=[C:7]([CH:11]=[C:12]([OH:14])[CH:13]=1)[C:8]([O:10][CH3:19])=[O:9])([CH3:4])([CH3:2])[CH3:3].